This data is from Catalyst prediction with 721,799 reactions and 888 catalyst types from USPTO. The task is: Predict which catalyst facilitates the given reaction. Reactant: [C:1]([NH:4][C:5]1[CH:6]=[C:7]2[C:12](=[CH:13][C:14]=1Br)[N:11]([C:16]([O:18][CH:19]([CH3:21])[CH3:20])=[O:17])[CH2:10][C@H:9]([CH3:22])[N:8]2[C:23](=[O:25])[CH3:24])(=[O:3])[CH3:2].[CH3:26][C:27]([OH:44])([CH3:43])[CH2:28][N:29]1[CH:33]=[C:32](B2OC(C)(C)C(C)(C)O2)[CH:31]=[N:30]1.C(=O)([O-])[O-].[Cs+].[Cs+].CC(C1C=C(C(C)C)C(C2C=CC=CC=2P(C2CCCCC2)C2CCCCC2)=C(C(C)C)C=1)C. Product: [C:1]([NH:4][C:5]1[CH:6]=[C:7]2[C:12](=[CH:13][C:14]=1[C:32]1[CH:31]=[N:30][N:29]([CH2:28][C:27]([OH:44])([CH3:43])[CH3:26])[CH:33]=1)[N:11]([C:16]([O:18][CH:19]([CH3:21])[CH3:20])=[O:17])[CH2:10][C@H:9]([CH3:22])[N:8]2[C:23](=[O:25])[CH3:24])(=[O:3])[CH3:2]. The catalyst class is: 333.